From a dataset of Forward reaction prediction with 1.9M reactions from USPTO patents (1976-2016). Predict the product of the given reaction. (1) Given the reactants [CH3:1][CH:2]1[CH2:10][C:9]2[C:4](=[CH:5][CH:6]=[CH:7][CH:8]=2)[NH:3]1.N1C=CC=CC=1.[CH2:17]([O:24][C:25]1[C:33]([Cl:34])=[CH:32][C:28]([C:29](Cl)=[O:30])=[CH:27][C:26]=1[Cl:35])[C:18]1[CH:23]=[CH:22][CH:21]=[CH:20][CH:19]=1, predict the reaction product. The product is: [CH2:17]([O:24][C:25]1[C:26]([Cl:35])=[CH:27][C:28]([C:29]([N:3]2[C:4]3[C:9](=[CH:8][CH:7]=[CH:6][CH:5]=3)[CH2:10][CH:2]2[CH3:1])=[O:30])=[CH:32][C:33]=1[Cl:34])[C:18]1[CH:19]=[CH:20][CH:21]=[CH:22][CH:23]=1. (2) Given the reactants Br[CH2:2][CH2:3][CH2:4][CH2:5][CH2:6][CH2:7][CH2:8][CH2:9][CH2:10][CH2:11][CH2:12][CH3:13].C([O-])([O-])=O.[Na+].[Na+].[NH2:20][CH2:21][CH2:22][NH:23][CH2:24][CH2:25][NH:26][CH2:27][CH2:28][NH2:29], predict the reaction product. The product is: [CH2:2]([NH:20][CH2:21][CH2:22][NH:23][CH2:24][CH2:25][NH:26][CH2:27][CH2:28][NH:29][CH2:13][CH2:12][CH2:11][CH2:10][CH2:9][CH2:8][CH2:7][CH2:6][CH2:5][CH2:4][CH2:3][CH3:2])[CH2:3][CH2:4][CH2:5][CH2:6][CH2:7][CH2:8][CH2:9][CH2:10][CH2:11][CH2:12][CH3:13]. (3) Given the reactants [NH:1]1[CH2:6][CH2:5][CH:4]([N:7]2[CH2:11][CH2:10][CH2:9][C@H:8]2[C:12]([O:14][CH3:15])=[O:13])[CH2:3][CH2:2]1.[O:16]=[C:17]1[N:23]([CH:24]2[CH2:29][CH2:28][N:27]([C:30]([O:32][C@@H:33]([C:46](O)=[O:47])[CH2:34][C:35]3[CH:44]=[C:43]([CH3:45])[C:38]4[NH:39][C:40](=[O:42])[O:41][C:37]=4[CH:36]=3)=[O:31])[CH2:26][CH2:25]2)[CH2:22][CH2:21][C:20]2[CH:49]=[CH:50][CH:51]=[CH:52][C:19]=2[NH:18]1.CN(C(ON1N=NC2C=CC=CC1=2)=[N+](C)C)C.[B-](F)(F)(F)F.C(N(CC)CC)C, predict the reaction product. The product is: [O:16]=[C:17]1[N:23]([CH:24]2[CH2:25][CH2:26][N:27]([C:30]([O:32][C@H:33]([CH2:34][C:35]3[CH:44]=[C:43]([CH3:45])[C:38]4[NH:39][C:40](=[O:42])[O:41][C:37]=4[CH:36]=3)[C:46]([N:1]3[CH2:2][CH2:3][CH:4]([N:7]4[CH2:11][CH2:10][CH2:9][C@H:8]4[C:12]([O:14][CH3:15])=[O:13])[CH2:5][CH2:6]3)=[O:47])=[O:31])[CH2:28][CH2:29]2)[CH2:22][CH2:21][C:20]2[CH:49]=[CH:50][CH:51]=[CH:52][C:19]=2[NH:18]1. (4) Given the reactants [Cl:1][C:2]1[C:7]([S:8]([CH3:11])(=[O:10])=[O:9])=[CH:6][C:5]([C:12]2[N:13]([C:33](Cl)=[O:34])[C@@:14]([C:26]3[CH:31]=[CH:30][C:29]([Cl:32])=[CH:28][CH:27]=3)([CH3:25])[C@@:15]([C:18]3[CH:23]=[CH:22][C:21]([Cl:24])=[CH:20][CH:19]=3)([CH3:17])[N:16]=2)=[C:4]([O:36][CH2:37][CH3:38])[CH:3]=1.[N:39]1([C:45](=[O:53])[CH2:46][N:47]2[CH2:52][CH2:51][NH:50][CH2:49][CH2:48]2)[CH2:44][CH2:43][O:42][CH2:41][CH2:40]1, predict the reaction product. The product is: [Cl:1][C:2]1[C:7]([S:8]([CH3:11])(=[O:10])=[O:9])=[CH:6][C:5]([C:12]2[N:13]([C:33]([N:50]3[CH2:49][CH2:48][N:47]([CH2:46][C:45]([N:39]4[CH2:40][CH2:41][O:42][CH2:43][CH2:44]4)=[O:53])[CH2:52][CH2:51]3)=[O:34])[C@@:14]([C:26]3[CH:31]=[CH:30][C:29]([Cl:32])=[CH:28][CH:27]=3)([CH3:25])[C@@:15]([C:18]3[CH:19]=[CH:20][C:21]([Cl:24])=[CH:22][CH:23]=3)([CH3:17])[N:16]=2)=[C:4]([O:36][CH2:37][CH3:38])[CH:3]=1. (5) Given the reactants [Li]CCCC.[CH3:6][CH2:7][CH2:8][CH2:9][CH2:10][CH3:11].[CH3:12][C:13]1[N:14]([C:21]2[CH:26]=[CH:25][CH:24]=[CH:23][CH:22]=2)[C:15]([CH3:20])=[C:16]([PH2:19])[C:17]=1[PH2:18].[CH3:27][C@H:28](O)[CH2:29][CH2:30][C@@H:31](O)[CH3:32], predict the reaction product. The product is: [CH3:12][C:13]1[N:14]([C:21]2[CH:26]=[CH:25][CH:24]=[CH:23][CH:22]=2)[C:15]([CH3:20])=[C:16]([P:19]2[C@H:31]([CH3:32])[CH2:30][CH2:29][C@H:28]2[CH3:27])[C:17]=1[P:18]1[CH:10]([CH3:11])[CH2:9][CH2:8][CH:7]1[CH3:6].